From a dataset of Full USPTO retrosynthesis dataset with 1.9M reactions from patents (1976-2016). Predict the reactants needed to synthesize the given product. (1) Given the product [OH:1][CH2:2][CH2:3][N:4]([CH:22]([CH3:24])[CH3:23])[C:5]([C:7]1[S:8][C:9]2[CH2:10][CH2:11][O:12][C:13]3[CH:20]=[C:19]([C:31]4[CH:30]=[N:29][N:28]([CH2:27][C:26]([OH:43])([CH3:42])[CH3:25])[CH:32]=4)[CH:18]=[CH:17][C:14]=3[C:15]=2[N:16]=1)=[O:6], predict the reactants needed to synthesize it. The reactants are: [OH:1][CH2:2][CH2:3][N:4]([CH:22]([CH3:24])[CH3:23])[C:5]([C:7]1[S:8][C:9]2[CH2:10][CH2:11][O:12][C:13]3[CH:20]=[C:19](Br)[CH:18]=[CH:17][C:14]=3[C:15]=2[N:16]=1)=[O:6].[CH3:25][C:26]([OH:43])([CH3:42])[CH2:27][N:28]1[CH:32]=[C:31](B2OC(C)(C)C(C)(C)O2)[CH:30]=[N:29]1. (2) Given the product [F:1][C:2]1[C:3]([C:24]2[CH:29]=[CH:28][N:27]=[C:26]([C:30]([F:33])([F:31])[F:32])[CH:25]=2)=[N:4][CH:5]=[C:6]([CH2:8][NH:9][C:10]([C:11]2[N:12]=[CH:13][C:14]([N:17]3[CH2:22][CH2:21][N:20]([C:44]([O:46][CH3:47])=[O:45])[CH2:19][CH2:18]3)=[CH:15][CH:16]=2)=[O:23])[CH:7]=1, predict the reactants needed to synthesize it. The reactants are: [F:1][C:2]1[C:3]([C:24]2[CH:29]=[CH:28][N:27]=[C:26]([C:30]([F:33])([F:32])[F:31])[CH:25]=2)=[N:4][CH:5]=[C:6]([CH2:8][NH:9][C:10](=[O:23])[C:11]2[CH:16]=[CH:15][C:14]([N:17]3[CH2:22][CH2:21][NH:20][CH2:19][CH2:18]3)=[CH:13][N:12]=2)[CH:7]=1.CCN(C(C)C)C(C)C.Cl[C:44]([O:46][CH3:47])=[O:45]. (3) Given the product [C:32]([NH:33][C@H:34]1[CH2:38][CH2:37][N:36]([C:9]2[CH:8]=[CH:7][C:3]([C:4]([NH2:6])=[O:5])=[C:2]([O:26][C:23]3[CH:22]=[CH:21][C:20]([O:19][CH2:12][C:13]4[CH:14]=[CH:15][CH:16]=[CH:17][CH:18]=4)=[CH:25][CH:24]=3)[N:10]=2)[CH2:35]1)(=[O:39])[CH:40]=[CH2:41], predict the reactants needed to synthesize it. The reactants are: Cl[C:2]1[N:10]=[C:9](Cl)[CH:8]=[CH:7][C:3]=1[C:4]([NH2:6])=[O:5].[CH2:12]([O:19][C:20]1[CH:25]=[CH:24][C:23]([OH:26])=[CH:22][CH:21]=1)[C:13]1[CH:18]=[CH:17][CH:16]=[CH:15][CH:14]=1.C(O[C:32](=[O:39])[NH:33][C@H:34]1[CH2:38][CH2:37][NH:36][CH2:35]1)(C)(C)C.[C:40](O)(=O)[CH:41]=C. (4) The reactants are: [F:1][C:2]([F:14])([F:13])[CH2:3][C:4]([CH:6]1[CH2:11][CH2:10][CH2:9][CH2:8][C:7]1=O)=O.O.[NH2:16][NH2:17].C1(C)C=CC(S(O)(=O)=O)=CC=1. Given the product [F:1][C:2]([F:14])([F:13])[CH2:3][C:4]1[C:6]2[CH2:11][CH2:10][CH2:9][CH2:8][C:7]=2[NH:17][N:16]=1, predict the reactants needed to synthesize it. (5) Given the product [CH2:23]([N:1]([CH2:5][C:4]1[CH:7]=[CH:8][CH:9]=[CH:2][CH:3]=1)[C:2]1[CH:3]=[C:4]([CH:7]=[C:8]([F:10])[CH:9]=1)[C:5]#[N:6])[C:20]1[CH:21]=[CH:22][CH:17]=[CH:18][CH:19]=1, predict the reactants needed to synthesize it. The reactants are: [NH2:1][C:2]1[CH:3]=[C:4]([CH:7]=[C:8]([F:10])[CH:9]=1)[C:5]#[N:6].C([O-])([O-])=O.[K+].[K+].[CH:17]1[CH:22]=[CH:21][C:20]([CH2:23]Br)=[CH:19][CH:18]=1. (6) Given the product [CH3:1][C:2]1[O:6][C:5]([C:7]2[CH:12]=[CH:11][C:10]([NH:13][NH2:14])=[CH:9][CH:8]=2)=[N:4][N:3]=1, predict the reactants needed to synthesize it. The reactants are: [CH3:1][C:2]1[O:6][C:5]([C:7]2[CH:12]=[CH:11][C:10]([NH2:13])=[CH:9][CH:8]=2)=[N:4][N:3]=1.[N:14]([O-])=O.[Na+].O.O.[Sn](Cl)(Cl)(Cl)Cl.N. (7) Given the product [C:33]([NH:1][C:2]1[CH:24]=[C:23]([Br:25])[CH:22]=[CH:21][C:3]=1[C:4]([N:6]1[CH2:7][CH2:8][CH:9]([N:12]([CH3:20])[C:13](=[O:19])[O:14][C:15]([CH3:17])([CH3:18])[CH3:16])[CH2:10][CH2:11]1)=[O:5])(=[O:35])[CH3:34], predict the reactants needed to synthesize it. The reactants are: [NH2:1][C:2]1[CH:24]=[C:23]([Br:25])[CH:22]=[CH:21][C:3]=1[C:4]([N:6]1[CH2:11][CH2:10][CH:9]([N:12]([CH3:20])[C:13](=[O:19])[O:14][C:15]([CH3:18])([CH3:17])[CH3:16])[CH2:8][CH2:7]1)=[O:5].C(N(CC)CC)C.[C:33](Cl)(=[O:35])[CH3:34].O.